This data is from Full USPTO retrosynthesis dataset with 1.9M reactions from patents (1976-2016). The task is: Predict the reactants needed to synthesize the given product. Given the product [Br:1][C:2]1[CH:3]=[C:4]2[C:10]([N+:11]([O-:13])=[O:12])=[CH:9][NH:8][C:5]2=[N:6][CH:7]=1, predict the reactants needed to synthesize it. The reactants are: [Br:1][C:2]1[CH:3]=[C:4]2[CH:10]=[CH:9][NH:8][C:5]2=[N:6][CH:7]=1.[N+:11]([O-])([OH:13])=[O:12].